From a dataset of NCI-60 drug combinations with 297,098 pairs across 59 cell lines. Regression. Given two drug SMILES strings and cell line genomic features, predict the synergy score measuring deviation from expected non-interaction effect. (1) Drug 2: C1CN1C2=NC(=NC(=N2)N3CC3)N4CC4. Cell line: SN12C. Synergy scores: CSS=34.7, Synergy_ZIP=-0.867, Synergy_Bliss=-0.826, Synergy_Loewe=-19.6, Synergy_HSA=-3.18. Drug 1: CC1=CC=C(C=C1)C2=CC(=NN2C3=CC=C(C=C3)S(=O)(=O)N)C(F)(F)F. (2) Drug 1: C1=CC=C(C(=C1)C(C2=CC=C(C=C2)Cl)C(Cl)Cl)Cl. Drug 2: COC1=NC(=NC2=C1N=CN2C3C(C(C(O3)CO)O)O)N. Cell line: RPMI-8226. Synergy scores: CSS=3.44, Synergy_ZIP=1.69, Synergy_Bliss=3.62, Synergy_Loewe=1.60, Synergy_HSA=1.35. (3) Cell line: COLO 205. Synergy scores: CSS=41.2, Synergy_ZIP=-0.299, Synergy_Bliss=-0.0199, Synergy_Loewe=-20.2, Synergy_HSA=-1.25. Drug 1: CCCCC(=O)OCC(=O)C1(CC(C2=C(C1)C(=C3C(=C2O)C(=O)C4=C(C3=O)C=CC=C4OC)O)OC5CC(C(C(O5)C)O)NC(=O)C(F)(F)F)O. Drug 2: CCCCCOC(=O)NC1=NC(=O)N(C=C1F)C2C(C(C(O2)C)O)O. (4) Drug 1: C1CC(C1)(C(=O)O)C(=O)O.[NH2-].[NH2-].[Pt+2]. Drug 2: C1=NC2=C(N1)C(=S)N=CN2. Cell line: UO-31. Synergy scores: CSS=12.1, Synergy_ZIP=-4.22, Synergy_Bliss=-5.73, Synergy_Loewe=-30.5, Synergy_HSA=-10.7. (5) Drug 1: C1CCN(CC1)CCOC2=CC=C(C=C2)C(=O)C3=C(SC4=C3C=CC(=C4)O)C5=CC=C(C=C5)O. Drug 2: CCC(=C(C1=CC=CC=C1)C2=CC=C(C=C2)OCCN(C)C)C3=CC=CC=C3.C(C(=O)O)C(CC(=O)O)(C(=O)O)O. Cell line: T-47D. Synergy scores: CSS=17.6, Synergy_ZIP=-5.61, Synergy_Bliss=-4.31, Synergy_Loewe=2.72, Synergy_HSA=2.83. (6) Drug 1: C1=NNC2=C1C(=O)NC=N2. Drug 2: C1CN(P(=O)(OC1)NCCCl)CCCl. Cell line: MOLT-4. Synergy scores: CSS=-3.41, Synergy_ZIP=5.89, Synergy_Bliss=7.67, Synergy_Loewe=-0.0922, Synergy_HSA=-0.619.